Dataset: Catalyst prediction with 721,799 reactions and 888 catalyst types from USPTO. Task: Predict which catalyst facilitates the given reaction. Reactant: [CH2:1]([O:3][C:4]([N:6]1[CH2:11][CH2:10][N:9]([C:12](=[O:39])[C@@H:13]([NH2:38])[CH2:14][CH2:15][CH2:16][NH:17]/[C:18](/[NH2:37])=[N:19]/[S:20]([C:23]2[C:24]([CH3:36])=[C:25]([CH3:35])[C:26]3[O:30][C:29]([CH3:32])([CH3:31])[CH2:28][C:27]=3[C:33]=2[CH3:34])(=[O:22])=[O:21])[CH2:8][CH2:7]1)=[O:5])[CH3:2].[OH-].[Na+].[Cl-].[OH:43][S:44]([OH:47])(=O)=O.[CH2:48]1[CH2:52]O[CH2:50][CH2:49]1. Product: [CH2:1]([O:3][C:4]([N:6]1[CH2:7][CH2:8][N:9]([C:12](=[O:39])[C@@H:13]([NH:38][S:44]([C:48]2[C:52]([CH:25]([CH3:26])[CH3:35])=[CH:24][C:23]([CH:33]([CH3:27])[CH3:34])=[CH:50][C:49]=2[CH:13]([CH3:14])[CH3:12])(=[O:47])=[O:43])[CH2:14][CH2:15][CH2:16][NH:17]/[C:18](/[NH2:37])=[N:19]/[S:20]([C:23]2[C:24]([CH3:36])=[C:25]([CH3:35])[C:26]3[O:30][C:29]([CH3:31])([CH3:32])[CH2:28][C:27]=3[C:33]=2[CH3:34])(=[O:22])=[O:21])[CH2:10][CH2:11]1)=[O:5])[CH3:2]. The catalyst class is: 6.